Dataset: Catalyst prediction with 721,799 reactions and 888 catalyst types from USPTO. Task: Predict which catalyst facilitates the given reaction. (1) Reactant: [C:1]([C:5]1[CH:10]=[CH:9][C:8]([C@@H:11]2[CH2:13][C@H:12]2B2OC(C)(C)C(C)(C)O2)=[CH:7][CH:6]=1)([CH3:4])([CH3:3])[CH3:2].Br[C:24]1[CH:42]=[CH:41][C:27]2[N:28]([C:31]3[CH:36]=[CH:35][C:34]([O:37][CH:38]([CH3:40])[CH3:39])=[CH:33][CH:32]=3)[CH:29]=[N:30][C:26]=2[CH:25]=1.O.O.P([O-])([O-])([O-])=O.[K+].[K+].[K+].C1(P(C2CCCCC2)C2CCCCC2)CCCCC1. Product: [C:1]([C:5]1[CH:6]=[CH:7][C:8]([C@@H:11]2[CH2:13][C@H:12]2[C:24]2[CH:42]=[CH:41][C:27]3[N:28]([C:31]4[CH:32]=[CH:33][C:34]([O:37][CH:38]([CH3:40])[CH3:39])=[CH:35][CH:36]=4)[CH:29]=[N:30][C:26]=3[CH:25]=2)=[CH:9][CH:10]=1)([CH3:2])([CH3:3])[CH3:4]. The catalyst class is: 706. (2) Reactant: [C:1]([C:3]1[C:12]2[C:7](=[CH:8][CH:9]=[CH:10][CH:11]=2)[C:6]([NH:13][C:14]([C@@H:16]2[CH2:20][C@@H:19]([O:21][CH2:22][C:23]3[CH:28]=[CH:27][CH:26]=[CH:25][CH:24]=3)[CH2:18][NH:17]2)=[O:15])=[CH:5][CH:4]=1)#[N:2].[CH:29](=O)[C:30]([CH3:33])([CH3:32])[CH3:31].C1C=CC=CC=1. Product: [CH2:22]([O:21][C@H:19]1[CH2:18][N:17]2[C@@H:29]([C:30]([CH3:33])([CH3:32])[CH3:31])[N:13]([C:6]3[C:7]4[C:12](=[CH:11][CH:10]=[CH:9][CH:8]=4)[C:3]([C:1]#[N:2])=[CH:4][CH:5]=3)[C:14](=[O:15])[C@@H:16]2[CH2:20]1)[C:23]1[CH:28]=[CH:27][CH:26]=[CH:25][CH:24]=1. The catalyst class is: 605.